Dataset: Forward reaction prediction with 1.9M reactions from USPTO patents (1976-2016). Task: Predict the product of the given reaction. (1) Given the reactants [Cl:1][C:2]1[CH:22]=[CH:21][C:20]([Cl:23])=[CH:19][C:3]=1[C:4]([C:6]1[CH:11]=[CH:10][C:9]([O:12][C:13]2[CH:18]=[CH:17][CH:16]=[CH:15][CH:14]=2)=[CH:8][CH:7]=1)=[O:5].C([O:27][S:28](=O)(=[O:30])[OH:29])(=O)C.S(=O)(=O)(O)O.C(OC(=O)C)(=O)C.[OH-].[Na+:45], predict the reaction product. The product is: [Na+:45].[Cl:1][C:2]1[CH:22]=[CH:21][C:20]([Cl:23])=[CH:19][C:3]=1[C:4]([C:6]1[CH:11]=[CH:10][C:9]([O:12][C:13]2[CH:18]=[CH:17][C:16]([S:28]([O-:30])(=[O:29])=[O:27])=[CH:15][CH:14]=2)=[CH:8][CH:7]=1)=[O:5]. (2) Given the reactants [CH2:1]([O:8][C:9]1[C:14]([F:15])=[CH:13][C:12]([C:16]2[O:17][C:18]3[CH:24]=[C:23]([O:25][CH2:26][C@@H:27]([NH:29][C:30](=[O:32])[CH3:31])[CH3:28])[CH:22]=[CH:21][C:19]=3[N:20]=2)=[CH:11][C:10]=1[F:33])[C:2]1[CH:7]=[CH:6]C=CC=1.[F:34]C1(CO)CC1, predict the reaction product. The product is: [F:33][C:10]1[CH:11]=[C:12]([C:16]2[O:17][C:18]3[CH:24]=[C:23]([O:25][CH2:26][C@@H:27]([NH:29][C:30](=[O:32])[CH3:31])[CH3:28])[CH:22]=[CH:21][C:19]=3[N:20]=2)[CH:13]=[C:14]([F:15])[C:9]=1[O:8][CH2:1][C:2]1([F:34])[CH2:7][CH2:6]1. (3) Given the reactants [CH2:1]([O:3][C:4](=[O:18])[C@H:5]([CH2:10][C:11]1[CH:16]=[CH:15][C:14]([OH:17])=[CH:13][CH:12]=1)[NH:6][C:7](=[O:9])[CH3:8])[CH3:2].C(O)C.C(=O)([O-])[O-].[K+].[K+].CS(O[CH2:33][CH2:34][C:35]1[CH:40]=[CH:39][C:38]([CH2:41][CH3:42])=[CH:37][N:36]=1)(=O)=O, predict the reaction product. The product is: [C:7]([NH:6][CH:5]([CH2:10][C:11]1[CH:12]=[CH:13][C:14]([O:17][CH2:33][CH2:34][C:35]2[CH:40]=[CH:39][C:38]([CH2:41][CH3:42])=[CH:37][N:36]=2)=[CH:15][CH:16]=1)[C:4]([O:3][CH2:1][CH3:2])=[O:18])(=[O:9])[CH3:8].